This data is from Peptide-MHC class I binding affinity with 185,985 pairs from IEDB/IMGT. The task is: Regression. Given a peptide amino acid sequence and an MHC pseudo amino acid sequence, predict their binding affinity value. This is MHC class I binding data. (1) The peptide sequence is ILMNFHQKK. The MHC is HLA-A02:01 with pseudo-sequence HLA-A02:01. The binding affinity (normalized) is 0.278. (2) The binding affinity (normalized) is 0.107. The peptide sequence is DTEDIVSDSK. The MHC is HLA-A31:01 with pseudo-sequence HLA-A31:01. (3) The peptide sequence is SEIDLILGY. The MHC is Patr-A0301 with pseudo-sequence Patr-A0301. The binding affinity (normalized) is 0.180. (4) The peptide sequence is GSAGKALGV. The MHC is Mamu-A01 with pseudo-sequence Mamu-A01. The binding affinity (normalized) is 0. (5) The peptide sequence is KMTPWSAYW. The binding affinity (normalized) is 0.0847. The MHC is HLA-A11:01 with pseudo-sequence HLA-A11:01. (6) The binding affinity (normalized) is 0.232. The MHC is HLA-A68:01 with pseudo-sequence HLA-A68:01. The peptide sequence is MPTYIRNTL.